From a dataset of Forward reaction prediction with 1.9M reactions from USPTO patents (1976-2016). Predict the product of the given reaction. (1) Given the reactants [C:1]([O:5][C:6]([N:8]1[CH2:13][CH2:12][CH:11]([NH:14][C:15]2[O:16][C:17]3[CH:23]=[CH:22][C:21]([C:24]#[N:25])=[CH:20][C:18]=3[N:19]=2)[CH2:10][CH2:9]1)=[O:7])([CH3:4])([CH3:3])[CH3:2].S1C2C=CC=CC=2N=C1NC1CCN(CC2C3C(=CC=CC=3)C=CC=2[O:53]CC)CC1.C(=O)([O-])[O-].[K+].[K+].OO.O, predict the reaction product. The product is: [C:1]([O:5][C:6]([N:8]1[CH2:13][CH2:12][CH:11]([NH:14][C:15]2[O:16][C:17]3[CH:23]=[CH:22][C:21]([C:24](=[O:53])[NH2:25])=[CH:20][C:18]=3[N:19]=2)[CH2:10][CH2:9]1)=[O:7])([CH3:4])([CH3:2])[CH3:3]. (2) Given the reactants [C:1]1([C:7]2[O:11][N:10]=[C:9](/[CH:12]=[N:13]/[OH:14])[C:8]=2[C:15]([F:18])([F:17])[F:16])[CH:6]=[CH:5][CH:4]=[CH:3][CH:2]=1.[Cl:19]N1C(=O)CCC1=O, predict the reaction product. The product is: [OH:14][N:13]=[C:12]([Cl:19])[C:9]1[C:8]([C:15]([F:17])([F:18])[F:16])=[C:7]([C:1]2[CH:2]=[CH:3][CH:4]=[CH:5][CH:6]=2)[O:11][N:10]=1. (3) The product is: [C:4]([C:3]1[CH:6]=[C:7]([O:10][CH:11]([CH3:13])[CH3:12])[CH:8]=[CH:9][C:2]=1[C:24]([O:23][C:20]([CH3:22])([CH3:21])[CH3:19])=[O:25])#[N:5]. Given the reactants Br[C:2]1[CH:9]=[CH:8][C:7]([O:10][CH:11]([CH3:13])[CH3:12])=[CH:6][C:3]=1[C:4]#[N:5].C([Li])CCC.[CH3:19][C:20]([O:23][C:24](O[C:24]([O:23][C:20]([CH3:22])([CH3:21])[CH3:19])=[O:25])=[O:25])([CH3:22])[CH3:21], predict the reaction product. (4) Given the reactants Br[C:2]1[CH:7]=[C:6]([O:8][C:9]([F:14])([F:13])[CH:10]([F:12])[F:11])[CH:5]=[C:4]([F:15])[CH:3]=1.[Li]CCCC.[Si:21]([O:28][C:29]1[CH:30]=[C:31]([CH:38]=[CH:39][C:40]=1[F:41])[C:32](N(OC)C)=[O:33])([C:24]([CH3:27])([CH3:26])[CH3:25])([CH3:23])[CH3:22].Cl, predict the reaction product. The product is: [Si:21]([O:28][C:29]1[CH:30]=[C:31]([C:32]([C:2]2[CH:7]=[C:6]([O:8][C:9]([F:14])([F:13])[CH:10]([F:12])[F:11])[CH:5]=[C:4]([F:15])[CH:3]=2)=[O:33])[CH:38]=[CH:39][C:40]=1[F:41])([C:24]([CH3:27])([CH3:26])[CH3:25])([CH3:23])[CH3:22]. (5) The product is: [CH3:1][C:2]1[C:6]([C:7]2[CH:8]=[C:9]3[N:15]([CH:16]([C:18]4[CH:23]=[CH:22][CH:21]=[CH:20][CH:19]=4)[CH3:17])[CH:14]=[C:13]([C:24]4[NH:25][N:26]=[C:27]([C:29]([F:31])([F:32])[F:30])[CH:28]=4)[C:10]3=[N:11][CH:12]=2)=[C:5]([CH3:39])[O:4][N:3]=1. Given the reactants [CH3:1][C:2]1[C:6]([C:7]2[CH:8]=[C:9]3[N:15]([CH:16]([C:18]4[CH:23]=[CH:22][CH:21]=[CH:20][CH:19]=4)[CH3:17])[CH:14]=[C:13]([C:24]4[N:25](C5CCCCO5)[N:26]=[C:27]([C:29]([F:32])([F:31])[F:30])[CH:28]=4)[C:10]3=[N:11][CH:12]=2)=[C:5]([CH3:39])[O:4][N:3]=1.Cl.C(=O)([O-])[O-].[K+].[K+], predict the reaction product.